Task: Predict the reaction yield, written as a fraction of the theoretical maximum amount of product (1.0 means a 100% yield; for example, 0.34 means a 34% yield).. Dataset: Reaction yield outcomes from USPTO patents with 853,638 reactions (1) The reactants are [CH2:1]([N:5]1[C:10]([CH3:11])=[C:9]([CH3:12])[CH:8]=[C:7](C(O)=O)[C:6]1=[O:16])[CH2:2][CH2:3][CH3:4].C([N:19](CC)CC)C.[C:32]1(P(N=[N+]=[N-])([C:32]2[CH:37]=[CH:36][CH:35]=[CH:34][CH:33]=2)=O)[CH:37]=[CH:36][CH:35]=[CH:34][CH:33]=1.Cl.[C:42]([O:45][CH2:46]C)(=[O:44])C. The catalyst is O1CCOCC1. The product is [CH2:46]([O:45][C:42]([NH:19][C:7]1[C:6](=[O:16])[N:5]([CH2:1][CH2:2][CH2:3][CH3:4])[C:10]([CH3:11])=[C:9]([CH3:12])[CH:8]=1)=[O:44])[C:32]1[CH:33]=[CH:34][CH:35]=[CH:36][CH:37]=1. The yield is 0.754. (2) The reactants are [F:1][C:2]([F:7])([F:6])[C:3]([OH:5])=[O:4].[CH2:8]([N:10]([CH2:12][C:13]1[S:17][CH:16]=[C:15]([C:18]2[CH:19]=[C:20]3[C:24](=[C:25]([C:27]([NH2:29])=[O:28])[CH:26]=2)[NH:23][CH:22]=[C:21]3[CH:30]2[CH2:35][CH2:34][N:33]([S:36]([CH2:39][CH3:40])(=[O:38])=[O:37])[CH2:32][CH2:31]2)[CH:14]=1)[CH3:11])[CH3:9].[CH3:41]NCC. No catalyst specified. The product is [F:1][C:2]([F:7])([F:6])[C:3]([OH:5])=[O:4].[CH2:39]([S:36]([N:33]1[CH2:34][CH2:35][CH:30]([C:21]2[C:20]3[C:24](=[C:25]([C:27]([NH2:29])=[O:28])[CH:26]=[C:18]([C:15]4[CH:14]=[C:13]([CH2:12][N:10]([CH3:11])[CH2:8][CH2:9][CH3:41])[S:17][CH:16]=4)[CH:19]=3)[NH:23][CH:22]=2)[CH2:31][CH2:32]1)(=[O:37])=[O:38])[CH3:40]. The yield is 0.324. (3) The reactants are [NH2:1][C:2]1[CH:7]=[C:6]([C:8]#[N:9])[CH:5]=[CH:4][C:3]=1[CH2:10][C:11]([O:13][CH3:14])=[O:12].CO[CH:17]1[CH2:21][CH2:20][CH:19](OC)O1.S(=O)(=O)(O)O.[BH4-].[Na+]. The catalyst is CO.O1CCCC1.O. The product is [C:8]([C:6]1[CH:5]=[CH:4][C:3]([CH2:10][C:11]([O:13][CH3:14])=[O:12])=[C:2]([N:1]2[CH2:17][CH2:21][CH2:20][CH2:19]2)[CH:7]=1)#[N:9]. The yield is 0.450. (4) The reactants are [CH2:1]1[C:3]2([CH2:8][CH2:7][CH2:6][CH2:5][N:4]2[C:9]2[N:13]3[CH:14]=[C:15]([O:18][C@H:19]4[C:28]5[C:23](=[CH:24][CH:25]=[CH:26][CH:27]=5)[C@@H:22]([NH2:29])[CH2:21][CH2:20]4)[CH:16]=[CH:17][C:12]3=[N:11][N:10]=2)[CH2:2]1.ClC(Cl)(Cl)C[O:33][C:34](=O)[NH:35][C:36]1[N:37]([C:45]2[CH:50]=[CH:49][CH:48]=[C:47]([O:51][CH2:52][CH2:53][OH:54])[CH:46]=2)[N:38]=[C:39]([C:41]([CH3:44])([CH3:43])[CH3:42])[CH:40]=1.CCN(C(C)C)C(C)C. The catalyst is O1CCOCC1.C(Cl)Cl. The product is [CH2:2]1[C:3]2([CH2:8][CH2:7][CH2:6][CH2:5][N:4]2[C:9]2[N:13]3[CH:14]=[C:15]([O:18][C@H:19]4[C:28]5[C:23](=[CH:24][CH:25]=[CH:26][CH:27]=5)[C@@H:22]([NH:29][C:34]([NH:35][C:36]5[N:37]([C:45]6[CH:50]=[CH:49][CH:48]=[C:47]([O:51][CH2:52][CH2:53][OH:54])[CH:46]=6)[N:38]=[C:39]([C:41]([CH3:44])([CH3:43])[CH3:42])[CH:40]=5)=[O:33])[CH2:21][CH2:20]4)[CH:16]=[CH:17][C:12]3=[N:11][N:10]=2)[CH2:1]1. The yield is 0.890. (5) The reactants are [NH:1]1[C:9]2[CH:8]=[CH:7][CH:6]=[C:5]([CH:10]=O)[C:4]=2[CH:3]=[CH:2]1.[CH3:12][NH2:13].[BH4-].[Na+].O. The catalyst is CO. The product is [NH:1]1[C:9]2[C:4](=[C:5]([CH2:10][NH:13][CH3:12])[CH:6]=[CH:7][CH:8]=2)[CH:3]=[CH:2]1. The yield is 0.940. (6) The reactants are [Cl:1][C:2]1[CH:3]=[C:4]2[C:9](=[CH:10][C:11]=1[O:12][C:13]1[CH:18]=[CH:17][C:16]([C:19](=[O:36])[NH:20][CH2:21][CH2:22][C:23]3[C:24]([CH:33]4[CH2:35][CH2:34]4)=[N:25][C:26]([C:29]([F:32])([F:31])[F:30])=[CH:27][CH:28]=3)=[CH:15][CH:14]=1)[O:8][CH2:7][CH2:6][CH:5]2[C:37]([O:39]CC)=[O:38].[OH-].[Na+].C(O)C. The catalyst is C1COCC1.C(OCC)(=O)C.Cl. The product is [Cl:1][C:2]1[CH:3]=[C:4]2[C:9](=[CH:10][C:11]=1[O:12][C:13]1[CH:14]=[CH:15][C:16]([C:19](=[O:36])[NH:20][CH2:21][CH2:22][C:23]3[C:24]([CH:33]4[CH2:34][CH2:35]4)=[N:25][C:26]([C:29]([F:30])([F:32])[F:31])=[CH:27][CH:28]=3)=[CH:17][CH:18]=1)[O:8][CH2:7][CH2:6][CH:5]2[C:37]([OH:39])=[O:38]. The yield is 0.980. (7) The reactants are Br[C:2]1[S:3][C:4]2[CH:10]=[C:9]([CH2:11][N:12]3[C:16]4[CH:17]=[C:18]([O:23][CH3:24])[C:19]([O:21][CH3:22])=[CH:20][C:15]=4[N:14]=[CH:13]3)[CH:8]=[CH:7][C:5]=2[N:6]=1.[CH:25]1([C@@H:31]([NH2:33])[CH3:32])[CH2:30][CH2:29][CH2:28][CH2:27][CH2:26]1.CCN(C(C)C)C(C)C. The catalyst is CC(N(C)C)=O. The product is [CH:25]1([C@@H:31]([NH:33][C:2]2[S:3][C:4]3[CH:10]=[C:9]([CH2:11][N:12]4[C:16]5[CH:17]=[C:18]([O:23][CH3:24])[C:19]([O:21][CH3:22])=[CH:20][C:15]=5[N:14]=[CH:13]4)[CH:8]=[CH:7][C:5]=3[N:6]=2)[CH3:32])[CH2:30][CH2:29][CH2:28][CH2:27][CH2:26]1. The yield is 0.540. (8) The reactants are [CH3:1][C:2]1([CH3:12])[CH2:7][CH2:6][C:5]([CH3:9])([CH3:8])[C:4]([CH:10]=[O:11])=[CH:3]1.[BH4-].[Na+].O. The yield is 0.800. The product is [CH3:1][C:2]1([CH3:12])[CH2:7][CH2:6][C:5]([CH3:8])([CH3:9])[C:4]([CH2:10][OH:11])=[CH:3]1. The catalyst is CO. (9) The reactants are [NH2:1][C:2]1[CH:10]=[C:9]([O:11][CH3:12])[CH:8]=[C:7]([O:13][CH3:14])[C:3]=1[C:4]([NH2:6])=[O:5].[N:15]1[CH:20]=[CH:19][CH:18]=[C:17]([CH:21]=O)[CH:16]=1.COC1C=C(OC)C=C2C=1C(=O)NC(C1C=CC=CN=1)=N2. No catalyst specified. The product is [CH3:14][O:13][C:7]1[CH:8]=[C:9]([O:11][CH3:12])[CH:10]=[C:2]2[C:3]=1[C:4](=[O:5])[NH:6][C:21]([C:17]1[CH:16]=[N:15][CH:20]=[CH:19][CH:18]=1)=[N:1]2. The yield is 0.480.